This data is from Forward reaction prediction with 1.9M reactions from USPTO patents (1976-2016). The task is: Predict the product of the given reaction. (1) Given the reactants [CH:1]1([C:7]2[CH:12]=[CH:11][C:10]([C:13]3[O:17][N:16]=[C:15]([C:18]4[CH:25]=[CH:24][C:21]([CH:22]=O)=[CH:20][CH:19]=4)[N:14]=3)=[CH:9][CH:8]=2)[CH2:6][CH2:5][CH2:4][CH2:3][CH2:2]1.Cl.[CH3:27][O:28][C:29]([C@H:31]1[CH2:35][CH2:34][C@H:33]([NH2:36])[CH2:32]1)=[O:30].C(O[BH-](OC(=O)C)OC(=O)C)(=O)C.[Na+], predict the reaction product. The product is: [CH3:27][O:28][C:29]([C@H:31]1[CH2:35][CH2:34][C@@H:33]([NH:36][CH2:22][C:21]2[CH:20]=[CH:19][C:18]([C:15]3[N:14]=[C:13]([C:10]4[CH:11]=[CH:12][C:7]([CH:1]5[CH2:2][CH2:3][CH2:4][CH2:5][CH2:6]5)=[CH:8][CH:9]=4)[O:17][N:16]=3)=[CH:25][CH:24]=2)[CH2:32]1)=[O:30]. (2) Given the reactants [NH2:1][C:2]1[C:3]([C:7]2[N:8]([CH2:37][CH3:38])[C:9]3[C:14]([O:15][CH2:16][C@H:17]4[O:22][CH2:21][CH2:20][N:19](C(OC(C)(C)C)=O)[CH2:18]4)=[CH:13][N:12]=[C:11]([C:30]#[C:31][C:32]([OH:35])([CH3:34])[CH3:33])[C:10]=3[N:36]=2)=[N:4][O:5][N:6]=1.FC(F)(F)C(O)=O.[OH-].[Na+], predict the reaction product. The product is: [NH2:1][C:2]1[C:3]([C:7]2[N:8]([CH2:37][CH3:38])[C:9]3[C:14]([O:15][CH2:16][C@H:17]4[O:22][CH2:21][CH2:20][NH:19][CH2:18]4)=[CH:13][N:12]=[C:11]([C:30]#[C:31][C:32]([CH3:33])([OH:35])[CH3:34])[C:10]=3[N:36]=2)=[N:4][O:5][N:6]=1. (3) Given the reactants [OH:1][C:2]1[CH:3]=[C:4]2[C:9](=[CH:10][CH:11]=1)[O:8][C:7](=[O:12])[CH:6]=[CH:5]2.C(#N)C.C(N(CC)C(C)C)(C)C.[CH3:25][O:26][CH2:27]Cl, predict the reaction product. The product is: [CH3:25][O:26][CH2:27][O:1][C:2]1[CH:3]=[C:4]2[C:9](=[CH:10][CH:11]=1)[O:8][C:7](=[O:12])[CH:6]=[CH:5]2. (4) Given the reactants C([NH:3][C:4]12[CH2:13][C:8]3([CH3:14])[CH2:9][CH:10]([CH2:12][C:6]([CH3:15])([CH2:7]3)[CH2:5]1)[CH2:11]2)=O.[ClH:16], predict the reaction product. The product is: [ClH:16].[NH2:3][C:4]12[CH2:5][C:6]3([CH3:15])[CH2:12][CH:10]([CH2:9][C:8]([CH3:14])([CH2:7]3)[CH2:13]1)[CH2:11]2. (5) Given the reactants C(N(C(C)C)CC)(C)C.CN(C(ON1N=NC2C=CC=CC1=2)=[N+](C)C)C.F[P-](F)(F)(F)(F)F.[CH3:34][N:35]([CH3:42])[CH:36]1[CH2:41][CH2:40][NH:39][CH2:38][CH2:37]1.[CH2:43]([O:45][C:46](=[O:59])[CH2:47][CH2:48][N:49]1[CH:53]=[CH:52][N:51]=[C:50]1[CH2:54][CH2:55][C:56](O)=[O:57])[CH3:44], predict the reaction product. The product is: [CH3:34][N:35]([CH3:42])[CH:36]1[CH2:41][CH2:40][N:39]([C:56](=[O:57])[CH2:55][CH2:54][C:50]2[N:49]([CH2:48][CH2:47][C:46]([O:45][CH2:43][CH3:44])=[O:59])[CH:53]=[CH:52][N:51]=2)[CH2:38][CH2:37]1. (6) Given the reactants [CH:1]1[C:13]2[CH:12]([CH2:14][O:15][C:16]([NH:18][C:19]([CH3:24])([CH3:23])[C:20](O)=[O:21])=[O:17])[C:11]3[C:6](=[CH:7][CH:8]=[CH:9][CH:10]=3)[C:5]=2[CH:4]=[CH:3][CH:2]=1.CN(C(ON1N=NC2C=CC=NC1=2)=[N+](C)C)C.F[P-](F)(F)(F)(F)F.[NH2:49][C@H:50]1[CH2:55][CH2:54][CH2:53][N:52]([CH2:56][C:57]2[CH:78]=[CH:77][C:60]([C:61]([NH:63][CH2:64][C:65]3[CH:70]=[C:69]([Cl:71])[CH:68]=[CH:67][C:66]=3[S:72]([CH2:75][CH3:76])(=[O:74])=[O:73])=[O:62])=[CH:59][C:58]=2[C:79]([F:82])([F:81])[F:80])[CH2:51]1.CCN(C(C)C)C(C)C, predict the reaction product. The product is: [CH:10]1[C:11]2[CH:12]([CH2:14][O:15][C:16](=[O:17])[NH:18][C:19]([C:20](=[O:21])[NH:49][C@H:50]3[CH2:55][CH2:54][CH2:53][N:52]([CH2:56][C:57]4[CH:78]=[CH:77][C:60]([C:61](=[O:62])[NH:63][CH2:64][C:65]5[CH:70]=[C:69]([Cl:71])[CH:68]=[CH:67][C:66]=5[S:72]([CH2:75][CH3:76])(=[O:74])=[O:73])=[CH:59][C:58]=4[C:79]([F:81])([F:82])[F:80])[CH2:51]3)([CH3:24])[CH3:23])[C:13]3[C:5](=[CH:4][CH:3]=[CH:2][CH:1]=3)[C:6]=2[CH:7]=[CH:8][CH:9]=1. (7) Given the reactants Cl[C:2]1[CH:11]=[CH:10][C:5]([C:6]([O:8][CH3:9])=[O:7])=[CH:4][N:3]=1.[CH2:12]([N:19]1[CH2:23][CH2:22][C@@H:21]([NH2:24])[CH2:20]1)[C:13]1[CH:18]=[CH:17][CH:16]=[CH:15][CH:14]=1.C([O-])([O-])=O.[K+].[K+].CCOC(C)=O, predict the reaction product. The product is: [CH2:12]([N:19]1[CH2:23][CH2:22][C@@H:21]([NH:24][C:2]2[CH:11]=[CH:10][C:5]([C:6]([O:8][CH3:9])=[O:7])=[CH:4][N:3]=2)[CH2:20]1)[C:13]1[CH:14]=[CH:15][CH:16]=[CH:17][CH:18]=1. (8) Given the reactants [N+:1]([CH:4]([O:10][C:11]1[CH:19]=[CH:18][C:14]([C:15]([NH2:17])=O)=[CH:13][CH:12]=1)[CH2:5][CH2:6][N+:7]([O-:9])=[O:8])([O-:3])=[O:2].[CH:20]([NH2:22])=[O:21], predict the reaction product. The product is: [CH:20]([N:22]=[C:15]([NH2:17])[C:14]1[CH:13]=[CH:12][C:11]([O:10][CH:4]([N+:1]([O-:3])=[O:2])[CH2:5][CH2:6][N+:7]([O-:9])=[O:8])=[CH:19][CH:18]=1)=[O:21]. (9) Given the reactants Cl[C:2]1[N:7]2[CH:8]=[CH:9][N:10]=[C:6]2[CH:5]=[C:4]([C:11]2[CH:12]=[N:13][N:14]([CH3:16])[CH:15]=2)[N:3]=1.CC1(C)C(C)(C)OB([C:25]2[CH:26]=[N:27][N:28]([C:30]3([CH:41]=[CH2:42])[CH2:33][N:32]([C:34]([O:36][C:37]([CH3:40])([CH3:39])[CH3:38])=[O:35])[CH2:31]3)[CH:29]=2)O1.C(=O)([O-])[O-].[K+].[K+], predict the reaction product. The product is: [CH3:16][N:14]1[CH:15]=[C:11]([C:4]2[N:3]=[C:2]([C:25]3[CH:26]=[N:27][N:28]([C:30]4([CH:41]=[CH2:42])[CH2:31][N:32]([C:34]([O:36][C:37]([CH3:39])([CH3:38])[CH3:40])=[O:35])[CH2:33]4)[CH:29]=3)[N:7]3[CH:8]=[CH:9][N:10]=[C:6]3[CH:5]=2)[CH:12]=[N:13]1.